The task is: Predict the product of the given reaction.. This data is from Forward reaction prediction with 1.9M reactions from USPTO patents (1976-2016). Given the reactants [C:1](=O)([S:8][C:9]1[CH:14]=[CH:13][C:12]([F:15])=[C:11]([Br:16])[CH:10]=1)[C:2]1[CH:7]=[CH:6][CH:5]=[CH:4][CH:3]=1.BrCC1CCCCC1, predict the reaction product. The product is: [Br:16][C:11]1[CH:10]=[C:9]([S:8][CH2:1][CH:2]2[CH2:3][CH2:4][CH2:5][CH2:6][CH2:7]2)[CH:14]=[CH:13][C:12]=1[F:15].